Dataset: Peptide-MHC class I binding affinity with 185,985 pairs from IEDB/IMGT. Task: Regression. Given a peptide amino acid sequence and an MHC pseudo amino acid sequence, predict their binding affinity value. This is MHC class I binding data. (1) The peptide sequence is RVISDGYFK. The MHC is HLA-A02:02 with pseudo-sequence HLA-A02:02. The binding affinity (normalized) is 0.0646. (2) The peptide sequence is ITFALKKLI. The MHC is HLA-A24:02 with pseudo-sequence HLA-A24:02. The binding affinity (normalized) is 0.285. (3) The peptide sequence is FLMALTDSGP. The MHC is Mamu-A2201 with pseudo-sequence Mamu-A2201. The binding affinity (normalized) is 0. (4) The peptide sequence is ELNKGWFGA. The MHC is HLA-A02:19 with pseudo-sequence HLA-A02:19. The binding affinity (normalized) is 0.188.